From a dataset of Forward reaction prediction with 1.9M reactions from USPTO patents (1976-2016). Predict the product of the given reaction. (1) Given the reactants O1C=CC(CS[CH2:8][C:9]2[C:18]3[C:13](=[CH:14][CH:15]=[C:16]([C:19]4[CH:24]=[CH:23][CH:22]=[CH:21][C:20]=4[O:25][CH3:26])[CH:17]=3)[NH:12][C:11]([CH3:28])([CH3:27])[CH:10]=2)=C1.BrCC1[C:40]2[C:35](=[CH:36][CH:37]=[C:38](C3C=CC=CC=3OC)[CH:39]=2)[NH:34]C(C)(C)C=1.C(=O)([O-])[O-].[K+].[K+].C(S)C1OC=CC=1, predict the reaction product. The product is: [CH3:26][O:25][C:20]1[CH:21]=[CH:22][CH:23]=[CH:24][C:19]=1[C:16]1[CH:17]=[C:18]2[C:13](=[CH:14][CH:15]=1)[NH:12][C:11]([CH3:27])([CH3:28])[CH:10]=[C:9]2[CH2:8][NH:34][C:35]1[CH:40]=[CH:39][CH:38]=[CH:37][CH:36]=1. (2) Given the reactants [C:1]([O:5][C:6]([N:8]1[CH2:13][CH2:12][N:11]([C:14]2[CH:19]=[CH:18][C:17]([N+:20]([O-:22])=[O:21])=[C:16]([NH:23][C:24](=[O:33])[CH2:25][O:26][C:27]3[CH:32]=[CH:31][CH:30]=[CH:29][CH:28]=3)[CH:15]=2)[CH2:10][CH2:9]1)=[O:7])([CH3:4])([CH3:3])[CH3:2].C(=O)([O-])[O-].[Cs+].[Cs+].[F:40][C:41]([F:52])([F:51])[O:42][C:43]1[CH:50]=[CH:49][C:46]([CH2:47]Br)=[CH:45][CH:44]=1, predict the reaction product. The product is: [C:1]([O:5][C:6]([N:8]1[CH2:9][CH2:10][N:11]([C:14]2[CH:19]=[CH:18][C:17]([N+:20]([O-:22])=[O:21])=[C:16]([N:23]([C:24](=[O:33])[CH2:25][O:26][C:27]3[CH:32]=[CH:31][CH:30]=[CH:29][CH:28]=3)[CH2:47][C:46]3[CH:49]=[CH:50][C:43]([O:42][C:41]([F:40])([F:51])[F:52])=[CH:44][CH:45]=3)[CH:15]=2)[CH2:12][CH2:13]1)=[O:7])([CH3:4])([CH3:2])[CH3:3]. (3) The product is: [C:9]1([C:2]2[C:7]([OH:8])=[CH:6][CH:5]=[CH:4][N:3]=2)[CH:14]=[CH:13][CH:12]=[CH:11][CH:10]=1. Given the reactants Br[C:2]1[C:7]([OH:8])=[CH:6][CH:5]=[CH:4][N:3]=1.[C:9]1(B(O)O)[CH:14]=[CH:13][CH:12]=[CH:11][CH:10]=1, predict the reaction product. (4) Given the reactants [Br:1][C:2]1[CH:3]=[CH:4][C:5]([O:11][CH3:12])=[C:6]([S:8]([O-:10])=[O:9])[CH:7]=1.[Na+].I[CH3:15], predict the reaction product. The product is: [Br:1][C:2]1[CH:3]=[CH:4][C:5]([O:11][CH3:12])=[C:6]([S:8]([CH3:15])(=[O:10])=[O:9])[CH:7]=1. (5) Given the reactants [CH3:1][O:2][C:3]([C:5]1[CH:6]=[C:7]([CH:11]=[CH:12][CH:13]=1)[C:8]([OH:10])=O)=[O:4].CN(C(ON1N=NC2C=CC=NC1=2)=[N+](C)C)C.F[P-](F)(F)(F)(F)F.C(N(CC)C(C)C)(C)C.[NH2:47][CH2:48][CH2:49][O:50][CH2:51][CH2:52][OH:53], predict the reaction product. The product is: [OH:53][CH2:52][CH2:51][O:50][CH2:49][CH2:48][NH:47][C:8]([C:7]1[CH:6]=[C:5]([CH:13]=[CH:12][CH:11]=1)[C:3]([O:2][CH3:1])=[O:4])=[O:10]. (6) Given the reactants [C:1]([O:5][C:6]([NH:8][C@@H:9]1[CH2:14][CH2:13][C@@H:12]([C:15](O)=[O:16])[CH2:11][C@H:10]1[O:18][CH3:19])=[O:7])([CH3:4])([CH3:3])[CH3:2].O[N:21]1C2N=CC=CC=2N=N1.Cl.CN(C)CCCN=C=NCC.C(=O)([O-])O.[NH4+], predict the reaction product. The product is: [C:1]([O:5][C:6](=[O:7])[NH:8][C@@H:9]1[CH2:14][CH2:13][C@@H:12]([C:15](=[O:16])[NH2:21])[CH2:11][C@H:10]1[O:18][CH3:19])([CH3:4])([CH3:3])[CH3:2]. (7) Given the reactants [O:1]=[C:2]1[N:6]([CH2:7][C:8]([OH:10])=O)[C:5]2[CH:11]=[CH:12][CH:13]=[CH:14][C:4]=2[N:3]1[C:15]1[CH:20]=[CH:19][N:18]=[CH:17][N:16]=1.[NH2:21][C:22]1[CH:23]=[C:24]2[CH2:39][C:29]3([C:37]4[C:32](=[N:33][CH:34]=[CH:35][CH:36]=4)[NH:31][C:30]3=[O:38])[CH2:28][C:25]2=[N:26][CH:27]=1.C1CN(C(Cl)=[N+]2CCCC2)CC1.F[P-](F)(F)(F)(F)F.C(N(CC)C(C)C)(C)C, predict the reaction product. The product is: [O:1]=[C:2]1[N:6]([CH2:7][C:8]([NH:21][C:22]2[CH:23]=[C:24]3[CH2:39][C:29]4([C:37]5[C:32](=[N:33][CH:34]=[CH:35][CH:36]=5)[NH:31][C:30]4=[O:38])[CH2:28][C:25]3=[N:26][CH:27]=2)=[O:10])[C:5]2[CH:11]=[CH:12][CH:13]=[CH:14][C:4]=2[N:3]1[C:15]1[CH:20]=[CH:19][N:18]=[CH:17][N:16]=1. (8) Given the reactants [NH2:1][CH:2]1[CH2:6][N:5]([CH:7]([CH2:11][CH3:12])[C:8]([NH2:10])=[O:9])[C:4](=[O:13])[CH2:3]1.[N-:14]=[N+:15]=[N-:16].[Na+].[CH3:18]C(O)=O, predict the reaction product. The product is: [O:13]=[C:4]1[CH2:3][CH:2]([N:1]2[CH:18]=[N:16][N:15]=[N:14]2)[CH2:6][N:5]1[CH:7]([CH2:11][CH3:12])[C:8]([NH2:10])=[O:9]. (9) Given the reactants [C:1]([C:4]1[CH:9]=[CH:8][C:7]([NH:10][C:11]([C:13]2[N:14](COCC[Si](C)(C)C)[CH:15]=[C:16]([C:18]#[N:19])[N:17]=2)=[O:12])=[C:6]([C:28]2[CH2:33][CH2:32][C:31]([CH3:35])([CH3:34])[CH2:30][CH:29]=2)[CH:5]=1)(=[O:3])[CH3:2].CCO.C(O)(C(F)(F)F)=O, predict the reaction product. The product is: [C:1]([C:4]1[CH:9]=[CH:8][C:7]([NH:10][C:11]([C:13]2[NH:14][CH:15]=[C:16]([C:18]#[N:19])[N:17]=2)=[O:12])=[C:6]([C:28]2[CH2:33][CH2:32][C:31]([CH3:35])([CH3:34])[CH2:30][CH:29]=2)[CH:5]=1)(=[O:3])[CH3:2].